The task is: Binary Classification. Given a miRNA mature sequence and a target amino acid sequence, predict their likelihood of interaction.. This data is from Experimentally validated miRNA-target interactions with 360,000+ pairs, plus equal number of negative samples. The protein sequence of the target gene is MEGSANQLQPLSETQVVNSEGGCVWQVTDMNRLRRFLCFGSEGGTYYIKEQKLGLENAEALIRLIEDGRGCEVIQEIKSFSQEGRTAKQEPLLFALAVCSQCADINTKQAAFKAVPEVCRIPTHLFTFIQFKKDLKESMKCGMWGRALRKAVADWYNEKGGMAVALVVTKYKQRNGWSHKDLLRLSHLKPSSEGLAIVTKYITKGWKEVHEEYKEKALSVEAEKLLKYLEAVEKVKRTKDDLEVIHLIEEHQLVREHLLTNHLKSKEVWKALLQEMPLTALLRNLGKMTANSVLEPGNSE.... The miRNA is hsa-miR-3622b-5p with sequence AGGCAUGGGAGGUCAGGUGA. Result: 0 (no interaction).